Dataset: Reaction yield outcomes from USPTO patents with 853,638 reactions. Task: Predict the reaction yield, written as a fraction of the theoretical maximum amount of product (1.0 means a 100% yield; for example, 0.34 means a 34% yield). The reactants are [C:1]([O:5][C:6]([N:8]1[CH2:13][CH2:12][CH:11]([O:14][CH2:15][CH2:16][CH2:17][C:18]2[N:19]=[C:20]([C:24]3[CH:32]=[CH:31][C:27]([C:28](O)=[O:29])=[CH:26][CH:25]=3)[O:21][C:22]=2[CH3:23])[CH2:10][CH2:9]1)=[O:7])([CH3:4])([CH3:3])[CH3:2].CCN=C=NCCCN(C)C.C1C=CC2N(O)N=NC=2C=1.C(N(CC)CC)C.[N:61]1[CH:66]=[CH:65][CH:64]=[C:63]([CH2:67][NH2:68])[CH:62]=1. The catalyst is CN(C)C=O. The product is [CH3:23][C:22]1[O:21][C:20]([C:24]2[CH:32]=[CH:31][C:27]([C:28](=[O:29])[NH:68][CH2:67][C:63]3[CH:62]=[N:61][CH:66]=[CH:65][CH:64]=3)=[CH:26][CH:25]=2)=[N:19][C:18]=1[CH2:17][CH2:16][CH2:15][O:14][CH:11]1[CH2:10][CH2:9][N:8]([C:6]([O:5][C:1]([CH3:2])([CH3:3])[CH3:4])=[O:7])[CH2:13][CH2:12]1. The yield is 0.670.